This data is from Forward reaction prediction with 1.9M reactions from USPTO patents (1976-2016). The task is: Predict the product of the given reaction. (1) Given the reactants [CH3:1][N:2]1[CH:6]=[CH:5][C:4]([NH:7][C:8]([C:10]2[C:15]([NH:16][C:17]3[CH:18]=[N:19][CH:20]=[CH:21][CH:22]=3)=[CH:14][CH:13]=[C:12]([CH3:23])[N:11]=2)=[O:9])=[N:3]1.Br[C:25]1C=C(C=C[CH:32]=1)C#N, predict the reaction product. The product is: [CH3:1][N:2]1[CH:6]=[CH:5][C:4]([NH:7][C:8]([C:10]2[C:15]([NH:16][C:17]3[CH:18]=[CH:32][CH:25]=[C:21]([C:20]#[N:19])[CH:22]=3)=[CH:14][CH:13]=[C:12]([CH3:23])[N:11]=2)=[O:9])=[N:3]1. (2) Given the reactants N([O-])=O.[Na+].N[C:6]1[C:7](C(C)(C)C)=[C:8]([CH:12]=[CH:13][C:14]=1[N:15]1[CH2:20][CH2:19][CH:18]([N:21]2[C:26]3[CH:27]=[CH:28][CH:29]=[CH:30][C:25]=3[CH2:24][O:23][C:22]2=[O:31])[CH2:17][CH2:16]1)[C:9]([O-:11])=[O:10], predict the reaction product. The product is: [O:31]=[C:22]1[O:23][CH2:24][C:25]2[CH:30]=[CH:29][CH:28]=[CH:27][C:26]=2[N:21]1[CH:18]1[CH2:17][CH2:16][N:15]([C:14]2[CH:6]=[CH:7][C:8]([C:9]([O:11][C:8]([CH3:12])([CH3:9])[CH3:7])=[O:10])=[CH:12][CH:13]=2)[CH2:20][CH2:19]1.